From a dataset of Forward reaction prediction with 1.9M reactions from USPTO patents (1976-2016). Predict the product of the given reaction. (1) Given the reactants [C:1](=O)([O-])[O-].[K+].[K+].[CH3:7][O:8][CH2:9][CH2:10][O:11][CH2:12][C:13]1[CH:20]=[CH:19][C:16]([CH:17]=O)=[CH:15][CH:14]=1, predict the reaction product. The product is: [C:17]([C:16]1[CH:19]=[CH:20][C:13]([CH2:12][O:11][CH2:10][CH2:9][O:8][CH3:7])=[CH:14][CH:15]=1)#[CH:1]. (2) Given the reactants Br[C:2]1[CH:3]=[N:4][CH:5]=[C:6]([N+:8]([O-:10])=[O:9])[CH:7]=1.[Cl:11][C:12]1[CH:17]=[CH:16][C:15]([C:18]#[CH:19])=[CH:14][CH:13]=1.C1(P(C2C=CC=CC=2)C2C3OC4C(=CC=CC=4P(C4C=CC=CC=4)C4C=CC=CC=4)C(C)(C)C=3C=CC=2)C=CC=CC=1.C([O-])([O-])=O.[Cs+].[Cs+], predict the reaction product. The product is: [Cl:11][C:12]1[CH:17]=[CH:16][C:15]([C:18]#[C:19][C:2]2[CH:3]=[N:4][CH:5]=[C:6]([N+:8]([O-:10])=[O:9])[CH:7]=2)=[CH:14][CH:13]=1. (3) Given the reactants [CH3:1][N:2]([CH3:30])[C:3]1[C:12]2[C:7](=[CH:8][CH:9]=[CH:10][CH:11]=2)[N:6]=[C:5](/[CH:13]=[CH:14]/[C:15]2[N:20]=[C:19]([C:21]([O:23]C)=[O:22])[CH:18]=[C:17]([N:25]3[CH2:29][CH2:28][CH2:27][CH2:26]3)[N:16]=2)[N:4]=1.[OH-].[Na+].CO.Cl, predict the reaction product. The product is: [CH3:30][N:2]([CH3:1])[C:3]1[C:12]2[C:7](=[CH:8][CH:9]=[CH:10][CH:11]=2)[N:6]=[C:5](/[CH:13]=[CH:14]/[C:15]2[N:20]=[C:19]([C:21]([OH:23])=[O:22])[CH:18]=[C:17]([N:25]3[CH2:29][CH2:28][CH2:27][CH2:26]3)[N:16]=2)[N:4]=1. (4) Given the reactants [C:1]1([CH2:7][CH2:8][CH:9]2[CH2:11][O:10]2)[CH:6]=[CH:5][CH:4]=[CH:3][CH:2]=1.[NH3:12].CO, predict the reaction product. The product is: [NH2:12][CH2:11][CH:9]([OH:10])[CH2:8][CH2:7][C:1]1[CH:6]=[CH:5][CH:4]=[CH:3][CH:2]=1. (5) Given the reactants [N+:1]([C:4]1[CH:12]=[C:7]2[CH2:8][NH:9][CH2:10][CH2:11][N:6]2[N:5]=1)([O-:3])=[O:2].BrC1C=C(NC2C=C3CN([CH:31]4[CH2:34][O:33][CH2:32]4)CCN3N=2)C(=O)N(C)C=1.C([O-])([O-])=O.[K+].[K+].BrCCOC, predict the reaction product. The product is: [CH3:34][O:33][CH2:32][CH2:31][N:9]1[CH2:10][CH2:11][N:6]2[N:5]=[C:4]([N+:1]([O-:3])=[O:2])[CH:12]=[C:7]2[CH2:8]1. (6) The product is: [F:13][C:14]1[CH:15]=[C:16]([CH2:30][C:31]([OH:33])([CH3:34])[CH3:32])[CH:17]=[C:18]([F:29])[C:19]=1[C:2]1[N:7]=[C:6]([C:8]([O:10][CH3:11])=[O:9])[CH:5]=[CH:4][C:3]=1[F:12]. Given the reactants Br[C:2]1[N:7]=[C:6]([C:8]([O:10][CH3:11])=[O:9])[CH:5]=[CH:4][C:3]=1[F:12].[F:13][C:14]1[CH:15]=[C:16]([CH2:30][C:31]([CH3:34])([OH:33])[CH3:32])[CH:17]=[C:18]([F:29])[C:19]=1B1OC(C)(C)C(C)(C)O1, predict the reaction product. (7) Given the reactants [ClH:1].[C:2]([O:10][C@@H:11]1[C@@H:15]([CH2:16][OH:17])[CH2:14][C@@H:13]([NH:18]C(OC(C)(C)C)=O)[C@@H:12]1[O:26][C:27](=[O:34])[C:28]1[CH:33]=[CH:32][CH:31]=[CH:30][CH:29]=1)(=[O:9])[C:3]1[CH:8]=[CH:7][CH:6]=[CH:5][CH:4]=1, predict the reaction product. The product is: [ClH:1].[C:2]([O:10][C@@H:11]1[C@@H:15]([CH2:16][OH:17])[CH2:14][C@@H:13]([NH2:18])[C@@H:12]1[O:26][C:27](=[O:34])[C:28]1[CH:33]=[CH:32][CH:31]=[CH:30][CH:29]=1)(=[O:9])[C:3]1[CH:4]=[CH:5][CH:6]=[CH:7][CH:8]=1.